From a dataset of Forward reaction prediction with 1.9M reactions from USPTO patents (1976-2016). Predict the product of the given reaction. (1) Given the reactants [CH3:1][C:2]([O:5][C:6](=[O:25])[CH2:7][NH:8][S:9]([C:12]1[CH:17]=[CH:16][C:15]([S:18][C:19]2[CH:24]=[CH:23][CH:22]=[CH:21][CH:20]=2)=[CH:14][CH:13]=1)(=[O:11])=[O:10])([CH3:4])[CH3:3].Cl.Cl[CH2:28][CH2:29][N:30]1[CH2:35][CH2:34][O:33][CH2:32][CH2:31]1.C(=O)([O-])[O-].[K+].[K+].C(OCC)(=O)C, predict the reaction product. The product is: [C:19]1([S:18][C:15]2[CH:14]=[CH:13][C:12]([S:9]([N:8]([CH2:28][CH2:29][N:30]3[CH2:35][CH2:34][O:33][CH2:32][CH2:31]3)[CH2:7][C:6]([O:5][C:2]([CH3:1])([CH3:3])[CH3:4])=[O:25])(=[O:11])=[O:10])=[CH:17][CH:16]=2)[CH:20]=[CH:21][CH:22]=[CH:23][CH:24]=1. (2) Given the reactants [C:1](OC(=O)C)(=[O:3])[CH3:2].[OH:8][C:9]1[CH:26]=[CH:25][C:24]2[C@@H:23]3[C@H:14]([C@H:15]4[C@@:19]([CH2:21][C@H:22]3[OH:27])([CH3:20])[C:18](=[O:28])[CH2:17][CH2:16]4)[CH2:13][CH2:12][C:11]=2[CH:10]=1.N1[CH:34]=[CH:33]C=CC=1.[OH2:35], predict the reaction product. The product is: [C:1]([O:8][C:9]1[CH:26]=[CH:25][C:24]2[C@@H:23]3[C@H:14]([C@H:15]4[C@@:19]([CH2:21][C@H:22]3[O:27][C:33](=[O:35])[CH3:34])([CH3:20])[C:18](=[O:28])[CH2:17][CH2:16]4)[CH2:13][CH2:12][C:11]=2[CH:10]=1)(=[O:3])[CH3:2]. (3) Given the reactants C(N(CC)CC)C.[CH:8]([C:10]1[C:18]2[C:13](=[CH:14][CH:15]=[CH:16][CH:17]=2)[N:12](C(OC(C)(C)C)=O)[CH:11]=1)=[O:9].[CH3:26][N:27]([CH3:47])[CH2:28][CH2:29][O:30][C:31]1[CH:46]=[CH:45][C:34]([CH:35]=[N:36][C:37]2[CH:42]=[CH:41][CH:40]=[C:39]([O:43][CH3:44])[CH:38]=2)=[CH:33][CH:32]=1, predict the reaction product. The product is: [CH3:26][N:27]([CH3:47])[CH2:28][CH2:29][O:30][C:31]1[CH:32]=[CH:33][C:34]([CH:35]([NH:36][C:37]2[CH:42]=[CH:41][CH:40]=[C:39]([O:43][CH3:44])[CH:38]=2)[C:8]([C:10]2[C:18]3[C:13](=[CH:14][CH:15]=[CH:16][CH:17]=3)[NH:12][CH:11]=2)=[O:9])=[CH:45][CH:46]=1. (4) Given the reactants Cl[C:2]1[CH:3]=[CH:4][C:5]2[N:12]3[CH2:13][C@H:8]([CH2:9][CH2:10][CH2:11]3)[NH:7][C:6]=2[N:14]=1.[CH3:15][C:16]1[CH:21]=[C:20](B(O)O)[CH:19]=[CH:18][N:17]=1.P([O-])([O-])([O-])=O.[K+].[K+].[K+].CC(C1C=C(C(C)C)C(C2C=CC=CC=2P(C2CCCCC2)C2CCCCC2)=C(C(C)C)C=1)C, predict the reaction product. The product is: [CH3:15][C:16]1[CH:21]=[C:20]([C:2]2[CH:3]=[CH:4][C:5]3[N:12]4[CH2:13][C@H:8]([CH2:9][CH2:10][CH2:11]4)[NH:7][C:6]=3[N:14]=2)[CH:19]=[CH:18][N:17]=1. (5) Given the reactants [CH2:1]([NH:3][C:4]([N:6]1[CH2:10][C:9]([CH3:12])([CH3:11])[CH:8]=[N:7]1)=[S:5])[CH3:2].I[CH3:14], predict the reaction product. The product is: [CH3:14][S:5][C:4]([N:6]1[CH2:10][C:9]([CH3:11])([CH3:12])[CH:8]=[N:7]1)=[N:3][CH2:1][CH3:2].